Dataset: Reaction yield outcomes from USPTO patents with 853,638 reactions. Task: Predict the reaction yield, written as a fraction of the theoretical maximum amount of product (1.0 means a 100% yield; for example, 0.34 means a 34% yield). (1) The reactants are [CH2:1]([O:5][C:6]1[N:14]=[C:13]2[C:9]([NH:10][C:11]([O:15][CH3:16])=[N:12]2)=[C:8]([NH2:17])[N:7]=1)[CH2:2][CH2:3][CH3:4].C(=O)([O-])[O-].[K+].[K+].[Cl:24][C:25]1[CH:30]=[CH:29][C:28]([CH2:31]Cl)=[CH:27][N:26]=1. The catalyst is CN(C=O)C. The product is [CH2:1]([O:5][C:6]1[N:14]=[C:13]2[C:9]([N:10]=[C:11]([O:15][CH3:16])[N:12]2[CH2:31][C:28]2[CH:27]=[N:26][C:25]([Cl:24])=[CH:30][CH:29]=2)=[C:8]([NH2:17])[N:7]=1)[CH2:2][CH2:3][CH3:4]. The yield is 0.520. (2) The reactants are NC1C=CC(N2CCCC(C)(C(N)=O)C2)=CC=1OC.ClC1N=C(N[C:28]2[CH:37]=[CH:36][CH:35]=[CH:34][C:29]=2[C:30]([NH:32][CH3:33])=[O:31])C(Cl)=CN=1.Cl.C(=O)([O-])O.[Na+]. The catalyst is COCCO.C(OCC)(=O)C. The product is [C:30]1(=[O:31])[C:29]2[C:34](=[CH:35][CH:36]=[CH:37][CH:28]=2)[CH2:33][NH:32]1. The yield is 0.360. (3) The product is [F:8][C:5]1[CH:6]=[CH:7][C:2]([N:31]2[C:11]([CH3:12])=[C:10]([C:9]([O:14][CH2:15][CH3:16])=[O:13])[N:33]=[N:32]2)=[N:3][CH:4]=1. The reactants are Br[C:2]1[CH:7]=[CH:6][C:5]([F:8])=[CH:4][N:3]=1.[C:9]([O:14][CH2:15][CH3:16])(=[O:13])[C:10]#[C:11][CH3:12].N1CCC[C@H]1C(O)=O.C(=O)([O-])[O-].[Na+].[Na+].[N-:31]=[N+:32]=[N-:33].[Na+]. The catalyst is O.CS(C)=O.O.O.O.O.O.S([O-])([O-])(=O)=O.[Cu+2]. The yield is 0.0130. (4) The reactants are [CH:1]1([CH:7]([C:18]2[CH:22]=[C:21]([C:23]3[CH:24]=[N:25][CH:26]=[CH:27][CH:28]=3)[O:20][C:19]=2[CH3:29])[O:8][C:9]2[CH:17]=[CH:16][C:12]([C:13]([OH:15])=O)=[CH:11][CH:10]=2)[CH2:6][CH2:5][CH2:4][CH2:3][CH2:2]1.[CH3:30][NH:31][CH2:32][CH2:33][C:34]([O:36]CC)=[O:35].Cl.C(N=C=NCCCN(C)C)C.O.OC1C2N=NNC=2C=CC=1. The catalyst is CN(C)C=O.C(OCC)(=O)C.C(N(CC)CC)C. The product is [CH:1]1([CH:7]([C:18]2[CH:22]=[C:21]([C:23]3[CH:24]=[N:25][CH:26]=[CH:27][CH:28]=3)[O:20][C:19]=2[CH3:29])[O:8][C:9]2[CH:10]=[CH:11][C:12]([C:13]([N:31]([CH3:30])[CH2:32][CH2:33][C:34]([OH:36])=[O:35])=[O:15])=[CH:16][CH:17]=2)[CH2:6][CH2:5][CH2:4][CH2:3][CH2:2]1. The yield is 0.900.